From a dataset of Catalyst prediction with 721,799 reactions and 888 catalyst types from USPTO. Predict which catalyst facilitates the given reaction. (1) Reactant: [NH2:1][C:2]1[CH:16]=[CH:15][C:5]([CH2:6][NH:7][C:8](=[O:14])[O:9][C:10]([CH3:13])([CH3:12])[CH3:11])=[CH:4][CH:3]=1.[CH2:17]([N:24]=[C:25]=[O:26])[C:18]1[CH:23]=[CH:22][CH:21]=[CH:20][CH:19]=1.C(N(CC)CC)C. Product: [CH2:17]([NH:24][C:25](=[O:26])[NH:1][C:2]1[CH:16]=[CH:15][C:5]([CH2:6][NH:7][C:8](=[O:14])[O:9][C:10]([CH3:12])([CH3:13])[CH3:11])=[CH:4][CH:3]=1)[C:18]1[CH:23]=[CH:22][CH:21]=[CH:20][CH:19]=1. The catalyst class is: 7. (2) Reactant: Cl[CH2:2][C:3]1[S:7][C:6]([C:8]2[CH:13]=[CH:12][C:11]([C:14]([F:17])([F:16])[F:15])=[CH:10][CH:9]=2)=[N:5][C:4]=1[CH2:18][O:19][CH:20]1[CH2:25][CH2:24][CH2:23][CH2:22][O:21]1.C(=O)([O-])[O-].[Cs+].[Cs+].[CH3:32][C:33]([O:40][C:41]1[CH:46]=[CH:45][C:44]([SH:47])=[CH:43][CH:42]=1)([CH3:39])[C:34]([O:36][CH2:37][CH3:38])=[O:35]. Product: [CH3:39][C:33]([O:40][C:41]1[CH:42]=[CH:43][C:44]([S:47][CH2:2][C:3]2[S:7][C:6]([C:8]3[CH:13]=[CH:12][C:11]([C:14]([F:17])([F:16])[F:15])=[CH:10][CH:9]=3)=[N:5][C:4]=2[CH2:18][O:19][CH:20]2[CH2:25][CH2:24][CH2:23][CH2:22][O:21]2)=[CH:45][CH:46]=1)([CH3:32])[C:34]([O:36][CH2:37][CH3:38])=[O:35]. The catalyst class is: 23. (3) Reactant: [CH3:1][C:2]1[C:6]([C:7]2[CH:8]=[CH:9][C:10]([CH3:17])=[C:11]([S:13](Cl)(=[O:15])=[O:14])[CH:12]=2)=[C:5]([CH3:18])[O:4][N:3]=1.[CH2:19]([NH2:27])[CH2:20][CH2:21][CH2:22][CH2:23][CH2:24][CH2:25][NH2:26]. Product: [CH2:19]([NH:27][S:13]([C:11]1[CH:12]=[C:7]([C:6]2[C:2]([CH3:1])=[N:3][O:4][C:5]=2[CH3:18])[CH:8]=[CH:9][C:10]=1[CH3:17])(=[O:14])=[O:15])[CH2:20][CH2:21][CH2:22][CH2:23][CH2:24][CH2:25][NH:26][S:13]([C:11]1[CH:12]=[C:7]([C:6]2[C:2]([CH3:1])=[N:3][O:4][C:5]=2[CH3:18])[CH:8]=[CH:9][C:10]=1[CH3:17])(=[O:15])=[O:14]. The catalyst class is: 17. (4) Reactant: [NH2:1][C:2]1[N:6]([CH3:7])[N:5]=[C:4]([CH3:8])[C:3]=1[C:9]1[CH:14]=[CH:13][C:12]([F:15])=[CH:11][CH:10]=1.N1C=CC=CC=1.Cl[C:23](Cl)([O:25]C(=O)OC(Cl)(Cl)Cl)Cl.[Cl-].[Al+3].[Cl-].[Cl-]. Product: [F:15][C:12]1[CH:11]=[CH:10][C:9]2[C:3]3[C:4]([CH3:8])=[N:5][N:6]([CH3:7])[C:2]=3[NH:1][C:23](=[O:25])[C:14]=2[CH:13]=1. The catalyst class is: 4. (5) Reactant: [F:1][C:2]([F:18])([F:17])[C:3]1[O:7][N:6]=[C:5]([NH:8]C(=O)C2C=CC=CC=2)[CH:4]=1.Cl. Product: [F:1][C:2]([F:18])([F:17])[C:3]1[O:7][N:6]=[C:5]([NH2:8])[CH:4]=1. The catalyst class is: 196. (6) Reactant: [CH3:1][O:2][C:3]1[CH:4]=[C:5]([C:9]([CH3:13])([CH3:12])[CH2:10][OH:11])[CH:6]=[CH:7][CH:8]=1.Cl[CH2:15][O:16][CH3:17]. Product: [CH3:1][O:2][C:3]1[CH:8]=[CH:7][CH:6]=[C:5]([C:9]([CH3:13])([CH3:12])[CH2:10][O:11][CH2:15][O:16][CH3:17])[CH:4]=1. The catalyst class is: 1. (7) Reactant: [CH2:1]([N:3]1[CH:7]=[C:6](/[CH:8]=[CH:9]/[C:10]2[C:11]([O:21][CH2:22][C:23]3[CH:48]=[CH:47][C:26]([O:27][CH2:28][C:29]4[N:30]=[C:31]([C:35]5[CH:40]=[CH:39][C:38]([CH2:41][C:42]([O:44]CC)=[O:43])=[CH:37][CH:36]=5)[O:32][C:33]=4[CH3:34])=[C:25]([O:49][CH3:50])[CH:24]=3)=[N:12][N:13]([C:15]3[CH:20]=[CH:19][CH:18]=[CH:17][CH:16]=3)[CH:14]=2)[N:5]=[CH:4]1)[CH3:2].[OH-].[Na+].O1CCCC1.Cl. Product: [CH2:1]([N:3]1[CH:7]=[C:6](/[CH:8]=[CH:9]/[C:10]2[C:11]([O:21][CH2:22][C:23]3[CH:48]=[CH:47][C:26]([O:27][CH2:28][C:29]4[N:30]=[C:31]([C:35]5[CH:40]=[CH:39][C:38]([CH2:41][C:42]([OH:44])=[O:43])=[CH:37][CH:36]=5)[O:32][C:33]=4[CH3:34])=[C:25]([O:49][CH3:50])[CH:24]=3)=[N:12][N:13]([C:15]3[CH:20]=[CH:19][CH:18]=[CH:17][CH:16]=3)[CH:14]=2)[N:5]=[CH:4]1)[CH3:2]. The catalyst class is: 8. (8) Reactant: [F:1][C:2]1[CH:7]=[CH:6][C:5]([NH:8][C:9]([C:11]2([C:14]([NH:16][C:17]3[CH:22]=[CH:21][C:20]([O:23][C:24]4[C:25]5[CH:32]=[C:31]([C:33](=[O:43])[NH:34][CH2:35][CH2:36][N:37]6[CH2:42][CH2:41][O:40][CH2:39][CH2:38]6)[N:30](COCC[Si](C)(C)C)[C:26]=5[N:27]=[CH:28][N:29]=4)=[C:19]([F:52])[CH:18]=3)=[O:15])[CH2:13][CH2:12]2)=[O:10])=[CH:4][CH:3]=1.[F-].C([N+](CCCC)(CCCC)CCCC)CCC. Product: [F:52][C:19]1[CH:18]=[C:17]([NH:16][C:14]([C:11]2([C:9]([NH:8][C:5]3[CH:6]=[CH:7][C:2]([F:1])=[CH:3][CH:4]=3)=[O:10])[CH2:12][CH2:13]2)=[O:15])[CH:22]=[CH:21][C:20]=1[O:23][C:24]1[C:25]2[CH:32]=[C:31]([C:33]([NH:34][CH2:35][CH2:36][N:37]3[CH2:38][CH2:39][O:40][CH2:41][CH2:42]3)=[O:43])[NH:30][C:26]=2[N:27]=[CH:28][N:29]=1. The catalyst class is: 13. (9) Reactant: [NH2:1][C:2]1[CH:31]=[CH:30][C:5]([CH2:6][CH:7]2[CH2:12][CH2:11][N:10]([CH2:13][C:14]3[CH:19]=[CH:18][C:17]([C:20]([OH:29])([C:25]([F:28])([F:27])[F:26])[C:21]([F:24])([F:23])[F:22])=[CH:16][CH:15]=3)[CH2:9][CH2:8]2)=[CH:4][CH:3]=1.[C:32]1([CH2:38][C:39](Cl)=[O:40])[CH:37]=[CH:36][CH:35]=[CH:34][CH:33]=1.C(N(CC)CC)C. Product: [F:24][C:21]([F:22])([F:23])[C:20]([C:17]1[CH:18]=[CH:19][C:14]([CH2:13][N:10]2[CH2:9][CH2:8][CH:7]([CH2:6][C:5]3[CH:4]=[CH:3][C:2]([NH:1][C:39](=[O:40])[CH2:38][C:32]4[CH:37]=[CH:36][CH:35]=[CH:34][CH:33]=4)=[CH:31][CH:30]=3)[CH2:12][CH2:11]2)=[CH:15][CH:16]=1)([OH:29])[C:25]([F:28])([F:26])[F:27]. The catalyst class is: 4.